From a dataset of Drug-target binding data from BindingDB using Ki measurements. Regression. Given a target protein amino acid sequence and a drug SMILES string, predict the binding affinity score between them. We predict pKi (pKi = -log10(Ki in M); higher means stronger inhibition). Dataset: bindingdb_ki. The drug is COC(=O)[C@@H]1C[C@H](OC(C)=O)C(=O)[C@H]2[C@@]1(C)CC[C@H]1C(=O)O[C@H](c3ccoc3)C[C@]21C. The target protein sequence is MDSPIQIFRGEPGPTCAPSACLPPNSSAWFPGWAEPDSNGSAGSEDAQLEPAHISPAIPVIITAVYSVVFVVGLVGNSLVMFVIIRYTKMKTATNIYIFNLALADALVTTTMPFASTVYLMNSWPFGDVLCKIVISIDYYNMFTSIFTLTMMSVDRYIAVCHPVKALDFRTPLKAKIINICIWLLSSSVGISAIVLGGTKVREDVDVIECSLQFPDDDYSWWDLFMKICVFIFAFVIPVLIIIVCYTLMILRLKSVRLLSGSREKDRNLRRITRLVLVVVAVFVVCWTPIHIFILVEALGSTSHSTAALSSYYFCIALGYTNSSLNPILYAFLDENFKRCFRDFCFPLKMRMERQSTSRVRNTVQDPAYLRDIDGMNKPV. The pKi is 6.2.